Dataset: Forward reaction prediction with 1.9M reactions from USPTO patents (1976-2016). Task: Predict the product of the given reaction. (1) Given the reactants [CH2:1]([CH:3]1[C:11]2[C:10]([N:12]3[CH2:17][CH2:16][CH:15]([C:18]4[N:19]([CH2:34][C@@H:35]5[CH2:40][CH2:39][CH2:38][CH2:37][N:36]5C(OCC5C=CC=CC=5)=O)[CH:20]=[C:21]([C:23]5[CH:28]=[CH:27][C:26]([F:29])=[C:25]([C:30]([F:33])([F:32])[F:31])[CH:24]=5)[N:22]=4)[CH2:14][CH2:13]3)=[N:9][CH:8]=[N:7][C:6]=2[NH:5][C:4]1=[O:51])[CH3:2].[ClH:52], predict the reaction product. The product is: [ClH:52].[ClH:52].[ClH:52].[CH2:1]([CH:3]1[C:11]2[C:10]([N:12]3[CH2:17][CH2:16][CH:15]([C:18]4[N:19]([CH2:34][C@@H:35]5[CH2:40][CH2:39][CH2:38][CH2:37][NH:36]5)[CH:20]=[C:21]([C:23]5[CH:28]=[CH:27][C:26]([F:29])=[C:25]([C:30]([F:32])([F:31])[F:33])[CH:24]=5)[N:22]=4)[CH2:14][CH2:13]3)=[N:9][CH:8]=[N:7][C:6]=2[NH:5][C:4]1=[O:51])[CH3:2]. (2) Given the reactants [CH2:1]([N:8]1[C:15](=[O:16])[CH:14]2[CH:10](NN=[C:13]2[C:17]([O:19][CH2:20][CH3:21])=[O:18])[C:9]1=[O:22])[C:2]1[CH:7]=[CH:6][CH:5]=[CH:4][CH:3]=1, predict the reaction product. The product is: [CH2:1]([N:8]1[C:15](=[O:16])[CH:14]2[CH:10]([CH:13]2[C:17]([O:19][CH2:20][CH3:21])=[O:18])[C:9]1=[O:22])[C:2]1[CH:7]=[CH:6][CH:5]=[CH:4][CH:3]=1. (3) Given the reactants [CH3:1][N:2]1[C:8]2[CH:9]=[CH:10][CH:11]=[CH:12][C:7]=2[CH2:6][CH2:5][O:4][C:3]1=[O:13].[N+:14]([O-])([OH:16])=[O:15], predict the reaction product. The product is: [CH3:1][N:2]1[C:8]2[CH:9]=[CH:10][C:11]([N+:14]([O-:16])=[O:15])=[CH:12][C:7]=2[CH2:6][CH2:5][O:4][C:3]1=[O:13].